This data is from Forward reaction prediction with 1.9M reactions from USPTO patents (1976-2016). The task is: Predict the product of the given reaction. (1) Given the reactants [Cl:1][C:2]1[CH:3]=[N:4][CH:5]=[C:6]([Cl:9])[C:7]=1[NH2:8].Cl[C:11]1[C:20]2[C:15](=[C:16]([O:23][CH:24]3[CH2:28][CH2:27][CH2:26][CH2:25]3)[C:17]([O:21][CH3:22])=[CH:18][CH:19]=2)[CH:14]=[CH:13][N:12]=1, predict the reaction product. The product is: [CH:24]1([O:23][C:16]2[C:17]([O:21][CH3:22])=[CH:18][CH:19]=[C:20]3[C:15]=2[C:14]([NH:8][C:7]2[C:6]([Cl:9])=[CH:5][N:4]=[CH:3][C:2]=2[Cl:1])=[CH:13][N:12]=[CH:11]3)[CH2:25][CH2:26][CH2:27][CH2:28]1. (2) The product is: [CH3:24][O:23][C:20]1[CH:21]=[CH:22][C:17]([CH2:16][N:15]([CH2:25][C:26]2[CH:31]=[CH:30][C:29]([O:32][CH3:33])=[CH:28][CH:27]=2)[C:10]2[N:11]=[C:12]([CH3:14])[N:13]=[C:8]([C:7]3[C:2]([NH:55][C:52]4[CH:53]=[C:54]5[C:49]([CH:48]=[CH:47][N:46]=[CH:45]5)=[CH:50][CH:51]=4)=[N:3][CH:4]=[C:5]([CH2:34][N:35]4[CH2:40][CH2:39][N:38]([S:41]([CH3:44])(=[O:43])=[O:42])[CH2:37][CH2:36]4)[CH:6]=3)[N:9]=2)=[CH:18][CH:19]=1. Given the reactants F[C:2]1[C:7]([C:8]2[N:13]=[C:12]([CH3:14])[N:11]=[C:10]([N:15]([CH2:25][C:26]3[CH:31]=[CH:30][C:29]([O:32][CH3:33])=[CH:28][CH:27]=3)[CH2:16][C:17]3[CH:22]=[CH:21][C:20]([O:23][CH3:24])=[CH:19][CH:18]=3)[N:9]=2)=[CH:6][C:5]([CH2:34][N:35]2[CH2:40][CH2:39][N:38]([S:41]([CH3:44])(=[O:43])=[O:42])[CH2:37][CH2:36]2)=[CH:4][N:3]=1.[CH:45]1[C:54]2[C:49](=[CH:50][CH:51]=[C:52]([NH2:55])[CH:53]=2)[CH:48]=[CH:47][N:46]=1.C[Si]([N-][Si](C)(C)C)(C)C.[Na+].CO, predict the reaction product. (3) The product is: [CH:32]1([C:9]2[C:8]3[C:12](=[CH:13][C:5]([C:3]([OH:2])=[O:4])=[CH:6][CH:7]=3)[N:11]([CH2:14][C:15]([N:17]3[CH2:18][CH2:19][O:20][CH2:21][CH2:22]3)=[O:16])[C:10]=2[C:23]2[CH:24]=[C:25]3[C:26](=[CH:27][CH:28]=2)[N:29]=[C:46]([C:41]2[CH:42]=[CH:43][C:44]([CH3:45])=[C:39]([CH3:38])[CH:40]=2)[CH:47]=[CH:30]3)[CH2:33][CH2:34][CH2:35][CH2:36][CH2:37]1. Given the reactants C[O:2][C:3]([C:5]1[CH:13]=[C:12]2[C:8]([C:9]([CH:32]3[CH2:37][CH2:36][CH2:35][CH2:34][CH2:33]3)=[C:10]([C:23]3[CH:28]=[CH:27][C:26]([NH2:29])=[C:25]([CH:30]=O)[CH:24]=3)[N:11]2[CH2:14][C:15]([N:17]2[CH2:22][CH2:21][O:20][CH2:19][CH2:18]2)=[O:16])=[CH:7][CH:6]=1)=[O:4].[CH3:38][C:39]1[CH:40]=[C:41]([C:46](=O)[CH3:47])[CH:42]=[CH:43][C:44]=1[CH3:45], predict the reaction product.